From a dataset of Merck oncology drug combination screen with 23,052 pairs across 39 cell lines. Regression. Given two drug SMILES strings and cell line genomic features, predict the synergy score measuring deviation from expected non-interaction effect. (1) Drug 1: CC1CC2C3CCC4=CC(=O)C=CC4(C)C3(F)C(O)CC2(C)C1(O)C(=O)CO. Drug 2: CS(=O)(=O)CCNCc1ccc(-c2ccc3ncnc(Nc4ccc(OCc5cccc(F)c5)c(Cl)c4)c3c2)o1. Cell line: MSTO. Synergy scores: synergy=-17.5. (2) Drug 1: O=S1(=O)NC2(CN1CC(F)(F)F)C1CCC2Cc2cc(C=CCN3CCC(C(F)(F)F)CC3)ccc2C1. Drug 2: O=C(CCCCCCC(=O)Nc1ccccc1)NO. Cell line: UACC62. Synergy scores: synergy=8.35.